From a dataset of Reaction yield outcomes from USPTO patents with 853,638 reactions. Predict the reaction yield, written as a fraction of the theoretical maximum amount of product (1.0 means a 100% yield; for example, 0.34 means a 34% yield). The reactants are [C:1]([O:5][C:6](=[O:12])[NH:7][C@H:8]([CH3:11])[CH:9]=O)([CH3:4])([CH3:3])[CH3:2].C1(P(=[CH:32][C:33]#[N:34])(C2C=CC=CC=2)C2C=CC=CC=2)C=CC=CC=1. The catalyst is ClCCl. The product is [C:1]([O:5][C:6](=[O:12])[NH:7][C@H:8]([CH3:11])[CH:9]=[CH:32][C:33]#[N:34])([CH3:4])([CH3:3])[CH3:2]. The yield is 0.630.